From a dataset of Catalyst prediction with 721,799 reactions and 888 catalyst types from USPTO. Predict which catalyst facilitates the given reaction. (1) Reactant: [CH2:1]([O:3][C:4](=[O:26])[C:5]([O:8][C:9]1[CH:14]=[C:13]([C:15](=[O:23])[NH:16][CH:17]2[CH2:22][CH2:21][NH:20][CH2:19][CH2:18]2)[CH:12]=[C:11]([O:24][CH3:25])[CH:10]=1)([CH3:7])[CH3:6])[CH3:2].[CH2:27]([O:29][C:30]1[CH:31]=[C:32]([CH:35]=[C:36]([O:43][CH2:44][CH3:45])[C:37]=1[N:38]1[CH:42]=[CH:41][CH:40]=[CH:39]1)[CH:33]=O)[CH3:28].C([BH3-])#N.[Na+].C(N(C(C)C)C(C)C)C. Product: [CH2:1]([O:3][C:4](=[O:26])[C:5]([O:8][C:9]1[CH:10]=[C:11]([O:24][CH3:25])[CH:12]=[C:13]([C:15](=[O:23])[NH:16][CH:17]2[CH2:18][CH2:19][N:20]([CH2:33][C:32]3[CH:35]=[C:36]([O:43][CH2:44][CH3:45])[C:37]([N:38]4[CH:42]=[CH:41][CH:40]=[CH:39]4)=[C:30]([O:29][CH2:27][CH3:28])[CH:31]=3)[CH2:21][CH2:22]2)[CH:14]=1)([CH3:6])[CH3:7])[CH3:2]. The catalyst class is: 212. (2) Reactant: P(Cl)(Cl)(Cl)=O.ClCCC[N:10]1[C:18]2[C:13](=[CH:14][C:15](CC([N+]([O-])=O)C)=[CH:16][CH:17]=2)[CH2:12][CH2:11]1. Product: [NH:10]1[C:18]2[C:13](=[CH:14][CH:15]=[CH:16][CH:17]=2)[CH2:12][CH2:11]1. The catalyst class is: 9. (3) Reactant: C([O:3][C:4](=[O:36])[CH2:5][CH:6]1[CH2:11][CH2:10][CH:9]([C:12]2[CH:17]=[CH:16][C:15]([N:18]3[C:22]([NH:23][C:24]([O:26][C@@H:27]([C:29]4[CH:34]=[CH:33][CH:32]=[CH:31][CH:30]=4)[CH3:28])=[O:25])=[C:21]([CH3:35])[N:20]=[N:19]3)=[CH:14][CH:13]=2)[CH2:8][CH2:7]1)C.[OH-].[Na+]. Product: [CH3:35][C:21]1[N:20]=[N:19][N:18]([C:15]2[CH:14]=[CH:13][C:12]([CH:9]3[CH2:10][CH2:11][CH:6]([CH2:5][C:4]([OH:36])=[O:3])[CH2:7][CH2:8]3)=[CH:17][CH:16]=2)[C:22]=1[NH:23][C:24]([O:26][C@@H:27]([C:29]1[CH:34]=[CH:33][CH:32]=[CH:31][CH:30]=1)[CH3:28])=[O:25]. The catalyst class is: 636. (4) Reactant: [CH2:1]([C@@:4]1([CH2:36][O:37][CH2:38][CH2:39][Si:40]([CH3:43])([CH3:42])[CH3:41])[CH2:9][C@H:8]([C:10]2[CH:15]=[CH:14][CH:13]=[C:12]([Cl:16])[CH:11]=2)[C@@H:7]([C:17]2[CH:22]=[CH:21][C:20]([Cl:23])=[CH:19][CH:18]=2)[N:6]([C@@H:24]([CH2:33][CH3:34])[CH2:25][NH:26][S:27]([CH:30]2[CH2:32][CH2:31]2)(=[O:29])=[O:28])[C:5]1=[O:35])[CH:2]=[CH2:3].[H-].[Na+].I[CH3:47]. Product: [CH2:1]([C@@:4]1([CH2:36][O:37][CH2:38][CH2:39][Si:40]([CH3:43])([CH3:42])[CH3:41])[CH2:9][C@H:8]([C:10]2[CH:15]=[CH:14][CH:13]=[C:12]([Cl:16])[CH:11]=2)[C@@H:7]([C:17]2[CH:18]=[CH:19][C:20]([Cl:23])=[CH:21][CH:22]=2)[N:6]([C@@H:24]([CH2:33][CH3:34])[CH2:25][N:26]([CH3:47])[S:27]([CH:30]2[CH2:31][CH2:32]2)(=[O:28])=[O:29])[C:5]1=[O:35])[CH:2]=[CH2:3]. The catalyst class is: 1. (5) Reactant: [CH3:1][O:2][C:3]1[CH:11]=[C:10]2[C:6]([C:7]([CH2:18][C:19]3[N:24]=[C:23]([C:25]([O:27][CH3:28])=[O:26])[CH:22]=[CH:21][CH:20]=3)=[C:8]([C:12]3[CH:17]=[CH:16][CH:15]=[CH:14][CH:13]=3)[NH:9]2)=[CH:5][CH:4]=1.[C:29](=O)([O-])[O-].[Cs+].[Cs+].CI. Product: [CH3:1][O:2][C:3]1[CH:11]=[C:10]2[C:6]([C:7]([CH2:18][C:19]3[N:24]=[C:23]([C:25]([O:27][CH3:28])=[O:26])[CH:22]=[CH:21][CH:20]=3)=[C:8]([C:12]3[CH:13]=[CH:14][CH:15]=[CH:16][CH:17]=3)[N:9]2[CH3:29])=[CH:5][CH:4]=1. The catalyst class is: 35. (6) Reactant: C[O:2][C:3]([C:5]1[C:10]([NH2:11])=[C:9]([Br:12])[CH:8]=[C:7]([Cl:13])[N:6]=1)=[O:4]. Product: [NH2:11][C:10]1[C:5]([C:3]([OH:4])=[O:2])=[N:6][C:7]([Cl:13])=[CH:8][C:9]=1[Br:12]. The catalyst class is: 273.